Dataset: Peptide-MHC class I binding affinity with 185,985 pairs from IEDB/IMGT. Task: Regression. Given a peptide amino acid sequence and an MHC pseudo amino acid sequence, predict their binding affinity value. This is MHC class I binding data. (1) The peptide sequence is FIKDRATAV. The MHC is HLA-B51:01 with pseudo-sequence HLA-B51:01. The binding affinity (normalized) is 0.0847. (2) The MHC is HLA-A02:03 with pseudo-sequence HLA-A02:03. The binding affinity (normalized) is 1.00. The peptide sequence is SLASIGTSF. (3) The peptide sequence is HVLMHSPLV. The MHC is HLA-A30:01 with pseudo-sequence HLA-A30:01. The binding affinity (normalized) is 0.686. (4) The MHC is HLA-A02:03 with pseudo-sequence HLA-A02:03. The peptide sequence is ETLDVFGPI. The binding affinity (normalized) is 0.0847. (5) The peptide sequence is FLFILLLCLI. The MHC is HLA-A02:03 with pseudo-sequence HLA-A02:03. The binding affinity (normalized) is 0.299. (6) The peptide sequence is LLQAIGAAA. The MHC is HLA-B40:01 with pseudo-sequence HLA-B40:01. The binding affinity (normalized) is 0.213.